Dataset: Full USPTO retrosynthesis dataset with 1.9M reactions from patents (1976-2016). Task: Predict the reactants needed to synthesize the given product. (1) Given the product [Cl:17][C:14]1[CH:13]=[CH:12][C:11]([C:8]2[CH:9]=[C:10]([C:2]#[N:1])[C:5]([O:4][CH2:3][C:26]([O:28][CH2:29][CH3:30])=[O:27])=[N:6][C:7]=2[C:18]2[CH:23]=[CH:22][C:21]([Cl:24])=[CH:20][C:19]=2[Cl:25])=[CH:16][CH:15]=1, predict the reactants needed to synthesize it. The reactants are: [NH2:1][C:2]1[C:10]2[C:5](=[N:6][C:7]([C:18]3[CH:23]=[CH:22][C:21]([Cl:24])=[CH:20][C:19]=3[Cl:25])=[C:8]([C:11]3[CH:16]=[CH:15][C:14]([Cl:17])=[CH:13][CH:12]=3)[CH:9]=2)[O:4][C:3]=1[C:26]([O:28][CH2:29][CH3:30])=[O:27].C(OCC)(=O)CO.C(=O)([O-])[O-].[Cs+].[Cs+]. (2) The reactants are: [CH2:1]([O:8][C:9]1[CH:10]=[C:11]([C:23]2[CH2:27][C:26]([CH2:32][C:33]([O:35]C)=[O:34])([C:28]([O:30]C)=[O:29])[O:25][N:24]=2)[CH:12]=[CH:13][C:14]=1[O:15][CH2:16][C:17]1[CH:22]=[CH:21][CH:20]=[CH:19][CH:18]=1)[C:2]1[CH:7]=[CH:6][CH:5]=[CH:4][CH:3]=1.[OH-].[Li+].Cl. Given the product [CH2:1]([O:8][C:9]1[CH:10]=[C:11]([C:23]2[CH2:27][C:26]([CH2:32][C:33]([OH:35])=[O:34])([C:28]([OH:30])=[O:29])[O:25][N:24]=2)[CH:12]=[CH:13][C:14]=1[O:15][CH2:16][C:17]1[CH:22]=[CH:21][CH:20]=[CH:19][CH:18]=1)[C:2]1[CH:3]=[CH:4][CH:5]=[CH:6][CH:7]=1, predict the reactants needed to synthesize it. (3) Given the product [F:1][C:2]1[CH:3]=[C:4]2[C:9](=[CH:10][CH:11]=1)[N:8]=[C:7]([C@@H:12]([NH:14][S@@:15]([C:17]([CH3:20])([CH3:18])[CH3:19])=[O:16])[CH3:13])[C:6]([C:21]1[CH:26]=[CH:25][CH:24]=[C:23]([S:27]([CH3:30])(=[O:28])=[O:29])[N:22]=1)=[CH:5]2, predict the reactants needed to synthesize it. The reactants are: [F:1][C:2]1[CH:3]=[C:4]2[C:9](=[CH:10][CH:11]=1)[N:8]=[C:7]([C:12](=[N:14][S@@:15]([C:17]([CH3:20])([CH3:19])[CH3:18])=[O:16])[CH3:13])[C:6]([C:21]1[CH:26]=[CH:25][CH:24]=[C:23]([S:27]([CH3:30])(=[O:29])=[O:28])[N:22]=1)=[CH:5]2.CCC(C)[BH-](C(C)CC)C(C)CC.[Li+]. (4) Given the product [NH2:10][CH2:11][CH2:12][N:13]1[CH2:18][CH2:17][N:16]([CH2:19][C@@H:20]([C:21]2[C:30]3[C:25](=[CH:26][CH:27]=[C:28]([O:31][CH3:32])[CH:29]=3)[N:24]=[CH:23][CH:22]=2)[OH:33])[CH2:15][CH2:14]1, predict the reactants needed to synthesize it. The reactants are: C(OC(=O)[NH:10][CH2:11][CH2:12][N:13]1[CH2:18][CH2:17][N:16]([CH2:19][C@H:20]([OH:33])[C:21]2[C:30]3[C:25](=[CH:26][CH:27]=[C:28]([O:31][CH3:32])[CH:29]=3)[N:24]=[CH:23][CH:22]=2)[CH2:15][CH2:14]1)C1C=CC=CC=1.[H][H]. (5) Given the product [CH:53]1([S:56]([N:6]2[CH2:5][C:4]([CH2:3][C:1]#[N:2])([N:15]3[CH:19]=[C:18]([C:20]4[N:25]5[CH:26]=[CH:27][N:28]=[C:24]5[CH:23]=[C:22]([C:29]5[CH:30]=[N:31][C:32]([O:35][CH3:36])=[N:33][CH:34]=5)[N:21]=4)[CH:17]=[N:16]3)[CH2:7]2)(=[O:58])=[O:57])[CH2:55][CH2:54]1, predict the reactants needed to synthesize it. The reactants are: [C:1]([CH2:3][C:4]1([N:15]2[CH:19]=[C:18]([C:20]3[N:25]4[CH:26]=[CH:27][N:28]=[C:24]4[CH:23]=[C:22]([C:29]4[CH:30]=[N:31][C:32]([O:35][CH3:36])=[N:33][CH:34]=4)[N:21]=3)[CH:17]=[N:16]2)[CH2:7][N:6](C(OC(C)(C)C)=O)[CH2:5]1)#[N:2].Cl.O1CCOCC1.C(N(C(C)C)CC)(C)C.[CH:53]1([S:56](Cl)(=[O:58])=[O:57])[CH2:55][CH2:54]1. (6) Given the product [F:31][C:32]1[CH:33]=[C:34]([C@@:45]([NH:46][S@@:47]([C:49]([CH3:52])([CH3:51])[CH3:50])=[O:48])([C:53]2[CH:54]=[CH:55][C:56]([F:59])=[CH:57][CH:58]=2)[CH2:1][C:2]2[N:3]=[N:4][N:5]([C:7]([C:8]3[CH:13]=[CH:12][CH:11]=[CH:10][CH:9]=3)([C:14]3[CH:15]=[CH:16][CH:17]=[CH:18][CH:19]=3)[C:20]3[CH:25]=[CH:24][CH:23]=[CH:22][CH:21]=3)[N:6]=2)[CH:35]=[C:36]([O:38][C:39]([F:43])([F:44])[CH:40]([F:41])[F:42])[CH:37]=1.[F:31][C:32]1[CH:33]=[C:34]([C@:45]([NH:46][S@@:47]([C:49]([CH3:52])([CH3:51])[CH3:50])=[O:48])([C:53]2[CH:54]=[CH:55][C:56]([F:59])=[CH:57][CH:58]=2)[CH2:1][C:2]2[N:3]=[N:4][N:5]([C:7]([C:8]3[CH:13]=[CH:12][CH:11]=[CH:10][CH:9]=3)([C:14]3[CH:15]=[CH:16][CH:17]=[CH:18][CH:19]=3)[C:20]3[CH:25]=[CH:24][CH:23]=[CH:22][CH:21]=3)[N:6]=2)[CH:35]=[C:36]([O:38][C:39]([F:43])([F:44])[CH:40]([F:41])[F:42])[CH:37]=1, predict the reactants needed to synthesize it. The reactants are: [CH3:1][C:2]1[N:3]=[N:4][N:5]([C:7]([C:20]2[CH:25]=[CH:24][CH:23]=[CH:22][CH:21]=2)([C:14]2[CH:19]=[CH:18][CH:17]=[CH:16][CH:15]=2)[C:8]2[CH:13]=[CH:12][CH:11]=[CH:10][CH:9]=2)[N:6]=1.[Li]CCCC.[F:31][C:32]1[CH:33]=[C:34]([C:45]([C:53]2[CH:58]=[CH:57][C:56]([F:59])=[CH:55][CH:54]=2)=[N:46][S@@:47]([C:49]([CH3:52])([CH3:51])[CH3:50])=[O:48])[CH:35]=[C:36]([O:38][C:39]([F:44])([F:43])[CH:40]([F:42])[F:41])[CH:37]=1. (7) Given the product [CH3:24][C:25]1[CH:26]=[CH:27][C:28]2[C:45](=[CH:44][C:43]3[C:30]([CH:29]=2)=[CH:31][C:32]2[C:41](=[CH:40][C:39]4[C:34]([CH:33]=2)=[CH:35][C:36]([CH3:48])=[CH:37][CH:38]=4)[CH:42]=3)[CH:46]=1, predict the reactants needed to synthesize it. The reactants are: CC(CC)[O-].CC(CC)[O-].CC(CC)[O-].[Al+3].C1(O)CCCCC1.[CH3:24][C:25]1[CH:26]=[CH:27][C:28]2[CH:29]=[C:30]3[C:43]([C:44](=O)[C:45]=2[CH:46]=1)=[CH:42][C:41]1[C:32]([C:33](=O)[C:34]2[C:39]([CH:40]=1)=[CH:38][CH:37]=[C:36]([CH3:48])[CH:35]=2)=[CH:31]3.Cl. (8) Given the product [C:1]([O:5][C:6](=[O:32])[NH:7][CH2:8][CH2:9][CH2:10][CH2:11][N:12]1[C:13]2[C:22]3[CH:21]=[C:20]([O:23][CH2:24][C:25]4[CH:26]=[CH:27][CH:28]=[CH:29][CH:30]=4)[CH:19]=[CH:18][C:17]=3[N:16]=[CH:15][C:14]=2[N:31]=[C:50]1[CH2:51][O:55][CH2:56][CH3:57])([CH3:4])([CH3:2])[CH3:3], predict the reactants needed to synthesize it. The reactants are: [C:1]([O:5][C:6](=[O:32])[NH:7][CH2:8][CH2:9][CH2:10][CH2:11][NH:12][C:13]1[C:22]2[C:17](=[CH:18][CH:19]=[C:20]([O:23][CH2:24][C:25]3[CH:30]=[CH:29][CH:28]=[CH:27][CH:26]=3)[CH:21]=2)[N:16]=[CH:15][C:14]=1[NH2:31])([CH3:4])([CH3:3])[CH3:2].C(OC(=O)NCCCCNC1C2C(=[CH:50][C:51]([O:55][CH2:56][C:57]3C=CC=CC=3)=CC=2)N=CC=1N)(C)(C)C.C(OCC(Cl)=O)C.COCCC(Cl)=O.